The task is: Predict which catalyst facilitates the given reaction.. This data is from Catalyst prediction with 721,799 reactions and 888 catalyst types from USPTO. Reactant: [Br:1]N1C(=O)CCC1=O.[CH3:9][O:10][C:11]1[CH:12]=[C:13]2[C:18](=[CH:19][C:20]=1[O:21][CH3:22])[C:16](=[O:17])[O:15][CH2:14]2. Product: [Br:1][CH:14]1[C:13]2[C:18](=[CH:19][C:20]([O:21][CH3:22])=[C:11]([O:10][CH3:9])[CH:12]=2)[C:16](=[O:17])[O:15]1. The catalyst class is: 4.